Dataset: Full USPTO retrosynthesis dataset with 1.9M reactions from patents (1976-2016). Task: Predict the reactants needed to synthesize the given product. (1) Given the product [C:12]([NH:16][C:17]1[CH:22]=[C:21]([C:6]2[CH:7]=[CH:8][C:3]([O:2][CH3:1])=[CH:4][CH:5]=2)[N:20]=[C:19]([NH2:24])[N:18]=1)([CH3:15])([CH3:13])[CH3:14], predict the reactants needed to synthesize it. The reactants are: [CH3:1][O:2][C:3]1[CH:8]=[CH:7][C:6](B(O)O)=[CH:5][CH:4]=1.[C:12]([NH:16][C:17]1[CH:22]=[C:21](Cl)[N:20]=[C:19]([NH2:24])[N:18]=1)([CH3:15])([CH3:14])[CH3:13]. (2) The reactants are: Cl[CH2:2][C:3]1[CH:8]=[C:7]([O:9][CH3:10])[CH:6]=[C:5]([F:11])[CH:4]=1.[C-:12]#[N:13].[K+]. Given the product [F:11][C:5]1[CH:4]=[C:3]([CH2:2][C:12]#[N:13])[CH:8]=[C:7]([O:9][CH3:10])[CH:6]=1, predict the reactants needed to synthesize it. (3) Given the product [Br:1][C:2]1[CH:15]=[CH:14][C:13]2[O:12][C:11]3[C:6](=[CH:7][C:8]([C:22]4[CH:27]=[CH:26][CH:25]=[CH:24][CH:23]=4)=[CH:9][CH:10]=3)[C@:5]3([CH2:20][O:19][C:18]([NH2:21])=[N:17]3)[C:4]=2[CH:3]=1, predict the reactants needed to synthesize it. The reactants are: [Br:1][C:2]1[CH:15]=[CH:14][C:13]2[O:12][C:11]3[C:6](=[CH:7][C:8](I)=[CH:9][CH:10]=3)[C@:5]3([CH2:20][O:19][C:18]([NH2:21])=[N:17]3)[C:4]=2[CH:3]=1.[C:22]1(B(O)O)[CH:27]=[CH:26][CH:25]=[CH:24][CH:23]=1. (4) Given the product [F:25][C:26]1[CH:27]=[C:28]([C:7]2[CH2:14][CH:13]3[CH2:15][CH:9]([CH2:10][N:11]([C:16]([O:18][C:19]([CH3:20])([CH3:21])[CH3:22])=[O:17])[CH2:12]3)[CH:8]=2)[CH:29]=[CH:30][C:31]=1[F:32], predict the reactants needed to synthesize it. The reactants are: FC(F)(F)S(O[C:7]1[CH2:14][CH:13]2[CH2:15][CH:9]([CH2:10][N:11]([C:16]([O:18][C:19]([CH3:22])([CH3:21])[CH3:20])=[O:17])[CH2:12]2)[CH:8]=1)(=O)=O.[F:25][C:26]1[CH:27]=[C:28](B(O)O)[CH:29]=[CH:30][C:31]=1[F:32].C([O-])([O-])=O.[Na+].[Na+]. (5) Given the product [Cl:25][C:6]1[C:7](=[O:24])[N:8]([CH2:9][CH2:10][C:11]2[CH:23]=[CH:22][C:14]([C:15]([O:17][C:18]([CH3:21])([CH3:20])[CH3:19])=[O:16])=[CH:13][CH:12]=2)[C:3]([CH2:2][N:39]2[CH2:40][CH2:41][CH:36]([CH2:33][CH2:34][CH3:35])[CH2:37][CH2:38]2)=[C:4]([Cl:26])[CH:5]=1, predict the reactants needed to synthesize it. The reactants are: Br[CH2:2][C:3]1[N:8]([CH2:9][CH2:10][C:11]2[CH:23]=[CH:22][C:14]([C:15]([O:17][C:18]([CH3:21])([CH3:20])[CH3:19])=[O:16])=[CH:13][CH:12]=2)[C:7](=[O:24])[C:6]([Cl:25])=[CH:5][C:4]=1[Cl:26].C(=O)([O-])[O-].[Na+].[Na+].[CH2:33]([CH:36]1[CH2:41][CH2:40][NH:39][CH2:38][CH2:37]1)[CH2:34][CH3:35].C(OCC)(=O)C.